Dataset: Reaction yield outcomes from USPTO patents with 853,638 reactions. Task: Predict the reaction yield, written as a fraction of the theoretical maximum amount of product (1.0 means a 100% yield; for example, 0.34 means a 34% yield). (1) The catalyst is C(Cl)Cl. The reactants are [CH3:1][C:2]1[CH:10]=[C:9]([C:11]([F:14])([F:13])[F:12])[CH:8]=[C:7]([C:15]([F:18])([F:17])[F:16])[C:3]=1[C:4](Cl)=[O:5].FC(F)(F)C1C=C(C(F)(F)F)C=CC=1C(OC)=O.[NH2:37][CH:38]([C:47]1[CH:52]=[CH:51][CH:50]=[CH:49][CH:48]=1)[C:39]1([N:44]([CH3:46])[CH3:45])[CH2:43][CH2:42][CH2:41][CH2:40]1.COC1C=C(C(F)(F)F)C=C(C(F)(F)F)C=1C(NC(C1C=CC=CC=1)C(C)(N1CCCC1)CC)=O.C(N(CC)CC)C. The yield is 0.360. The product is [CH3:45][N:44]([CH3:46])[C:39]1([CH:38]([C:47]2[CH:52]=[CH:51][CH:50]=[CH:49][CH:48]=2)[NH:37][C:4](=[O:5])[C:3]2[C:7]([C:15]([F:18])([F:17])[F:16])=[CH:8][C:9]([C:11]([F:14])([F:13])[F:12])=[CH:10][C:2]=2[CH3:1])[CH2:43][CH2:42][CH2:41][CH2:40]1. (2) The reactants are Cl.[Cl:2][C:3]1[CH:4]=[C:5]([N:9]2[C:13]([CH2:14][NH2:15])=[CH:12][C:11]([C:16]([F:19])([F:18])[F:17])=[N:10]2)[CH:6]=[CH:7][CH:8]=1.C(N(CC)CC)C.[OH:27][CH2:28][CH2:29][N:30]([CH3:47])[C:31]1[N:36]=[CH:35][C:34]([NH:37][C:38](=O)[O:39]C2C=CC=CC=2)=[CH:33][CH:32]=1. The catalyst is ClCCl. The product is [Cl:2][C:3]1[CH:4]=[C:5]([N:9]2[C:13]([CH2:14][NH:15][C:38]([NH:37][C:34]3[CH:35]=[N:36][C:31]([N:30]([CH2:29][CH2:28][OH:27])[CH3:47])=[CH:32][CH:33]=3)=[O:39])=[CH:12][C:11]([C:16]([F:17])([F:18])[F:19])=[N:10]2)[CH:6]=[CH:7][CH:8]=1. The yield is 0.360. (3) The reactants are [OH:1][C:2]1([C:13]2[CH:18]=[CH:17][CH:16]=[CH:15][CH:14]=2)[CH2:5][N:4]([C:6]([O:8][C:9]([CH3:12])([CH3:11])[CH3:10])=[O:7])[CH2:3]1.[H-].[Na+].[Cl-].[NH4+]. The catalyst is CN(C=O)C. The product is [CH2:3]([O:1][C:2]1([C:13]2[CH:14]=[CH:15][CH:16]=[CH:17][CH:18]=2)[CH2:5][N:4]([C:6]([O:8][C:9]([CH3:12])([CH3:11])[CH3:10])=[O:7])[CH2:3]1)[CH2:2][CH2:13][CH3:14]. The yield is 0.410. (4) The reactants are [F:1][C:2]1[CH:7]=[CH:6][CH:5]=[C:4]([F:8])[C:3]=1[N:9]1[C:14]2[N:15]=[C:16](S(C)=O)[N:17]=[C:18]([C:19]3[CH:20]=[C:21]([CH:32]=[CH:33][C:34]=3[CH3:35])[C:22]([NH:24][C:25]3[CH:30]=[CH:29][C:28]([F:31])=[CH:27][CH:26]=3)=[O:23])[C:13]=2[CH2:12][NH:11][C:10]1=[O:39].[CH3:40][C:41]([NH:44][CH2:45][CH2:46][CH2:47][NH2:48])([CH3:43])[CH3:42]. The catalyst is C1COCC1. The product is [F:1][C:2]1[CH:7]=[CH:6][CH:5]=[C:4]([F:8])[C:3]=1[N:9]1[C:14]2[N:15]=[C:16]([NH:48][CH2:47][CH2:46][CH2:45][NH:44][C:41]([CH3:43])([CH3:42])[CH3:40])[N:17]=[C:18]([C:19]3[CH:20]=[C:21]([CH:32]=[CH:33][C:34]=3[CH3:35])[C:22]([NH:24][C:25]3[CH:30]=[CH:29][C:28]([F:31])=[CH:27][CH:26]=3)=[O:23])[C:13]=2[CH2:12][NH:11][C:10]1=[O:39]. The yield is 0.800. (5) The reactants are [CH:1]([O:8][CH2:9][CH3:10])([O:5]CC)OCC.C(OC(=O)C)(=O)C.C([O:20][C:21](=O)[CH:22]([CH3:31])[C:23](=[O:30])[CH2:24][C:25](OCC)=O)C.[CH3:33][NH2:34]. The catalyst is C(OCC)C.O. The product is [CH2:9]([O:8][C:1]([C:24]1[C:23]([OH:30])=[C:22]([CH3:31])[C:21](=[O:20])[N:34]([CH3:33])[CH:25]=1)=[O:5])[CH3:10]. The yield is 0.550. (6) The yield is 1.00. No catalyst specified. The product is [C:1]([O:5][C:6]([N:8]1[CH2:14][CH2:13][CH2:12][N:11]([C:15]2[S:16][C:17]([C:20](=[O:28])[C:21]3[CH:26]=[CH:25][CH:24]=[N:23][C:22]=3[NH2:30])=[CH:18][N:19]=2)[CH2:10][CH2:9]1)=[O:7])([CH3:4])([CH3:3])[CH3:2]. The reactants are [C:1]([O:5][C:6]([N:8]1[CH2:14][CH2:13][CH2:12][N:11]([C:15]2[S:16][C:17]([C:20](=[O:28])[C:21]3[CH:26]=[CH:25][CH:24]=[N:23][C:22]=3F)=[CH:18][N:19]=2)[CH2:10][CH2:9]1)=[O:7])([CH3:4])([CH3:3])[CH3:2].[OH-].[NH4+:30]. (7) The reactants are [S:1]1[CH:5]=[CH:4][CH:3]=[C:2]1[C:6](Cl)=[O:7].[CH2:9]([NH2:11])[CH3:10]. The catalyst is ClCCl.CCN(CC)CC. The product is [CH2:9]([NH:11][C:6]([C:2]1[S:1][CH:5]=[CH:4][CH:3]=1)=[O:7])[CH3:10]. The yield is 0.900. (8) The catalyst is CO. The product is [OH:6][NH:5][C:9]([CH2:10][CH2:11][CH2:12][CH2:13][CH2:14][NH:15][C:16](=[O:27])/[CH:17]=[CH:18]/[CH:19]=[CH:20]/[C:21]1[CH:26]=[CH:25][CH:24]=[CH:23][CH:22]=1)=[O:8]. The yield is 0.660. The reactants are C[O-].[Na+].Cl.[NH2:5][OH:6].C[O:8][C:9](=O)[CH2:10][CH2:11][CH2:12][CH2:13][CH2:14][NH:15][C:16](=[O:27])/[CH:17]=[CH:18]/[CH:19]=[CH:20]/[C:21]1[CH:26]=[CH:25][CH:24]=[CH:23][CH:22]=1.